Dataset: Full USPTO retrosynthesis dataset with 1.9M reactions from patents (1976-2016). Task: Predict the reactants needed to synthesize the given product. Given the product [Br:16][CH2:1][C:2]1[CH:11]=[CH:10][C:5]([C:6]([O:8][CH3:9])=[O:7])=[CH:4][C:3]=1[C:12]([F:13])([F:14])[F:15], predict the reactants needed to synthesize it. The reactants are: [CH3:1][C:2]1[CH:11]=[CH:10][C:5]([C:6]([O:8][CH3:9])=[O:7])=[CH:4][C:3]=1[C:12]([F:15])([F:14])[F:13].[Br:16]N1C(=O)CCC1=O.C(OOC(=O)C1C=CC=CC=1)(=O)C1C=CC=CC=1.